Dataset: Reaction yield outcomes from USPTO patents with 853,638 reactions. Task: Predict the reaction yield, written as a fraction of the theoretical maximum amount of product (1.0 means a 100% yield; for example, 0.34 means a 34% yield). (1) The reactants are [NH2:1][C:2]1[C:3]([C:39](OC)=[O:40])=[N:4][C:5]([C:15]2[CH:20]=[CH:19][CH:18]=[C:17]([O:21][Si](C(C)(C)C)(C3C=CC=CC=3)C3C=CC=CC=3)[CH:16]=2)=[N:6][C:7]=1[NH:8][CH:9]1[CH2:14][CH2:13][O:12][CH2:11][CH2:10]1.[NH2:43]C1C(C(OC)=O)=NC(Cl)=NC=1NC1CCOCC1.C([Si](C(C)C)(C(C)C)[O:66][C:67]1C=CC=C([Sn](C)(C)C)C=1)(C)C. The catalyst is CN(C)C=O. The product is [OH:21][C:17]1[CH:16]=[C:15]([C:5]2[N:6]=[C:7]3[C:2]([NH:1][C:67](=[O:66])[N:8]3[CH:9]3[CH2:14][CH2:13][O:12][CH2:11][CH2:10]3)=[C:3]([C:39]([NH2:43])=[O:40])[N:4]=2)[CH:20]=[CH:19][CH:18]=1. The yield is 0.510. (2) The reactants are C([NH:11][CH2:12][CH2:13][CH2:14][CH2:15][C:16]1[CH:21]=[CH:20][CH:19]=[CH:18][C:17]=1[O:22][CH2:23][CH:24]([OH:27])[CH2:25][OH:26])(OCC1C=CC=CC=1)=O.[H][H]. The catalyst is CO.[Pd]. The product is [OH:27][CH:24]([CH2:25][OH:26])[CH2:23][O:22][C:17]1[CH:18]=[CH:19][CH:20]=[CH:21][C:16]=1[CH2:15][CH2:14][CH2:13][CH2:12][NH2:11]. The yield is 0.660.